This data is from Reaction yield outcomes from USPTO patents with 853,638 reactions. The task is: Predict the reaction yield, written as a fraction of the theoretical maximum amount of product (1.0 means a 100% yield; for example, 0.34 means a 34% yield). (1) The reactants are [C:1]([C:3]1[C:22]([NH:23][C:24]2[CH:29]=[CH:28][C:27]([I:30])=[CH:26][C:25]=2[F:31])=[CH:21][C:20]([F:32])=[CH:19][C:4]=1[O:5][C:6]1[CH:7]=[C:8]([NH:12][S:13]([N:16]([CH3:18])[CH3:17])(=[O:15])=[O:14])[CH:9]=[CH:10][CH:11]=1)#[N:2].[OH-:33].[Na+].OO. The catalyst is CS(C)=O. The product is [CH3:17][N:16]([CH3:18])[S:13]([NH:12][C:8]1[CH:7]=[C:6]([CH:11]=[CH:10][CH:9]=1)[O:5][C:4]1[CH:19]=[C:20]([F:32])[CH:21]=[C:22]([NH:23][C:24]2[CH:29]=[CH:28][C:27]([I:30])=[CH:26][C:25]=2[F:31])[C:3]=1[C:1]([NH2:2])=[O:33])(=[O:14])=[O:15]. The yield is 0.430. (2) The reactants are [CH3:1][NH:2][CH3:3].Br[CH2:5][C:6]1[CH:7]=[C:8]2[C:13](=[CH:14][CH:15]=1)[O:12][C:11]([C:16]1[CH:21]=[CH:20][C:19]([OH:22])=[CH:18][CH:17]=1)=[CH:10][C:9]2=[O:23]. The catalyst is C1COCC1. The product is [CH3:1][N:2]([CH2:5][C:6]1[CH:7]=[C:8]2[C:13](=[CH:14][CH:15]=1)[O:12][C:11]([C:16]1[CH:21]=[CH:20][C:19]([OH:22])=[CH:18][CH:17]=1)=[CH:10][C:9]2=[O:23])[CH3:3]. The yield is 0.680. (3) The reactants are [N+:1]([C:4]1[CH:5]=[C:6]([C:22]#[N:23])[NH:7][C:8]=1[C:9]1[CH:10]=[CH:11][C:12]2[NH:17][C:16](=[O:18])[O:15][C:14]([CH3:20])([CH3:19])[C:13]=2[CH:21]=1)([O-])=O.[Cl-].[NH4+].O. The catalyst is C(O)C.O.[Zn]. The product is [NH2:1][C:4]1[CH:5]=[C:6]([C:22]#[N:23])[NH:7][C:8]=1[C:9]1[CH:10]=[CH:11][C:12]2[NH:17][C:16](=[O:18])[O:15][C:14]([CH3:19])([CH3:20])[C:13]=2[CH:21]=1. The yield is 0.800. (4) The reactants are F[C:2]1[CH:7]=[CH:6][C:5]([C:8]2[O:9][C:10]([C:13]3[C:14]([C:19]4[CH:24]=[CH:23][CH:22]=[CH:21][CH:20]=4)=[N:15][O:16][C:17]=3[CH3:18])=[N:11][N:12]=2)=[CH:4][CH:3]=1.[NH:25]1[CH2:30][CH2:29][CH2:28][CH2:27][CH2:26]1. The catalyst is CS(C)=O. The product is [CH3:18][C:17]1[O:16][N:15]=[C:14]([C:19]2[CH:24]=[CH:23][CH:22]=[CH:21][CH:20]=2)[C:13]=1[C:10]1[O:9][C:8]([C:5]2[CH:6]=[CH:7][C:2]([N:25]3[CH2:30][CH2:29][CH2:28][CH2:27][CH2:26]3)=[CH:3][CH:4]=2)=[N:12][N:11]=1. The yield is 0.800. (5) The reactants are [CH2:1]([N:8]1[CH2:13][CH2:12][C:11]([C:20]([N:22]2[CH2:27][CH2:26][CH2:25][CH2:24][CH2:23]2)=O)([C:14]2[CH:19]=[CH:18][CH:17]=[CH:16][CH:15]=2)[CH2:10][CH2:9]1)[C:2]1[CH:7]=[CH:6][CH:5]=[CH:4][CH:3]=1.[H-].[H-].[H-].[H-].[Li+].[Al+3]. The catalyst is C1COCC1. The product is [CH2:1]([N:8]1[CH2:13][CH2:12][C:11]([C:14]2[CH:15]=[CH:16][CH:17]=[CH:18][CH:19]=2)([CH2:20][N:22]2[CH2:23][CH2:24][CH2:25][CH2:26][CH2:27]2)[CH2:10][CH2:9]1)[C:2]1[CH:3]=[CH:4][CH:5]=[CH:6][CH:7]=1. The yield is 0.900. (6) The reactants are Cl[C:2]1[CH:3]=[C:4]([NH:10][C:11]2[CH:16]=[N:15][C:14]([C:17]([F:20])([F:19])[F:18])=[CH:13][N:12]=2)[C:5](=[O:9])[N:6]([CH3:8])[N:7]=1.C([O:24][CH2:25][C:26]1[C:31](B2OC(C)(C)C(C)(C)O2)=[CH:30][CH:29]=[CH:28][C:27]=1[N:41]1[N:50]=[CH:49][C:48]2[C:43](=[C:44]([F:55])[CH:45]=[C:46]([C:51]([CH3:54])([CH3:53])[CH3:52])[CH:47]=2)[C:42]1=[O:56])(=O)C.P([O-])([O-])([O-])=O.[K+].[K+].[K+].C1(P(C2CCCCC2)C2C=CC=CC=2C2C(C(C)C)=CC(C(C)C)=CC=2C(C)C)CCCCC1.[Cl-].[NH4+]. The catalyst is C(O)CCC.O. The product is [C:51]([C:46]1[CH:47]=[C:48]2[C:43](=[C:44]([F:55])[CH:45]=1)[C:42](=[O:56])[N:41]([C:27]1[CH:28]=[CH:29][CH:30]=[C:31]([C:2]3[CH:3]=[C:4]([NH:10][C:11]4[CH:16]=[N:15][C:14]([C:17]([F:20])([F:19])[F:18])=[CH:13][N:12]=4)[C:5](=[O:9])[N:6]([CH3:8])[N:7]=3)[C:26]=1[CH2:25][OH:24])[N:50]=[CH:49]2)([CH3:54])([CH3:52])[CH3:53]. The yield is 0.310. (7) The product is [O:9]=[C:6]1[CH2:7][CH2:8][N:3]([C:17]([O:19][CH3:20])=[O:18])[CH2:4][CH2:5]1. The reactants are Cl.O.[NH:3]1[CH2:8][CH2:7][C:6](=[O:9])[CH2:5][CH2:4]1.C(=O)([O-])[O-].[K+].[K+].Cl[C:17]([O:19][CH3:20])=[O:18]. The catalyst is O. The yield is 0.940. (8) The reactants are FC(F)(F)O[C:4]1[CH:9]=[CH:8][C:7]([N:10]2[CH:14]=NC(C3C=CC(C#N)=CC=3)=[N:11]2)=[CH:6][CH:5]=1.N1C=CN=N1.IC1C=CC(OC(F)(F)F)=CC=1.C([O-])([O-])=O.[Cs+].[Cs+].O[C:49]1[CH:50]=[CH:51][CH:52]=[C:53]2[C:58]=1[N:57]=[CH:56]C=C2. The yield is 0.130. The product is [C:58]1([N:57]2[CH:56]=[CH:14][N:10]([C:7]3[CH:6]=[CH:5][CH:4]=[CH:9][CH:8]=3)[NH:11]2)[CH:53]=[CH:52][CH:51]=[CH:50][CH:49]=1. The catalyst is [Cu]I.CN(C=O)C.O. (9) The reactants are [CH2:1]([C:3]1[C:12]2[C:7](=[CH:8][C:9]([O:15][CH3:16])=[C:10]([O:13][CH3:14])[CH:11]=2)[CH:6]=[C:5]([OH:17])[N:4]=1)[CH3:2].[ClH:18].[Cl:19][CH2:20][C:21]1[C:22]([NH:33][CH2:34][CH2:35][CH3:36])=[N:23][C:24]2[C:29]([CH:30]=1)=[CH:28][C:27]([O:31][CH3:32])=[CH:26][CH:25]=2.[Li+].[OH-]. The catalyst is CC1C=CC(C(C)C)=CC=1.C(Cl)Cl. The product is [ClH:19].[ClH:18].[CH2:1]([C:3]1[C:12]2[C:7](=[CH:8][C:9]([O:15][CH3:16])=[C:10]([O:13][CH3:14])[CH:11]=2)[C:6]([CH2:20][C:21]2[C:22]([NH:33][CH2:34][CH2:35][CH3:36])=[N:23][C:24]3[C:29]([CH:30]=2)=[CH:28][C:27]([O:31][CH3:32])=[CH:26][CH:25]=3)=[C:5]([OH:17])[N:4]=1)[CH3:2]. The yield is 0.100. (10) The reactants are [CH2:1]([C:3](=[CH:6][CH2:7][C:8]1[C:9]([O:21][CH2:22][CH2:23][Si:24]([CH3:27])([CH3:26])[CH3:25])=[C:10]2[C:14](=[C:15]([CH3:19])[C:16]=1[CH2:17][CH3:18])[CH2:13][O:12][C:11]2=[O:20])[CH:4]=[O:5])[CH3:2].[BH4-].[Li+]. The catalyst is CO.CO.O.C1COCC1. The product is [CH2:17]([C:16]1[C:15]([CH3:19])=[C:14]2[C:10](=[C:9]([O:21][CH2:22][CH2:23][Si:24]([CH3:25])([CH3:26])[CH3:27])[C:8]=1[CH2:7][CH:6]=[C:3]([CH2:4][OH:5])[CH2:1][CH3:2])[C:11](=[O:20])[O:12][CH2:13]2)[CH3:18]. The yield is 0.700.